This data is from Forward reaction prediction with 1.9M reactions from USPTO patents (1976-2016). The task is: Predict the product of the given reaction. (1) Given the reactants Cl[CH2:2][CH2:3][CH2:4][O:5][C:6]1[CH:11]=[CH:10][C:9]([C:12]2[S:13][C:14]3[CH2:15][N:16]([C:21]([O:23][C:24]([CH3:27])([CH3:26])[CH3:25])=[O:22])[CH2:17][CH2:18][C:19]=3[N:20]=2)=[CH:8][CH:7]=1.C(=O)([O-])[O-].[K+].[K+].[I-].[Na+].[CH3:36][C@@H:37]1[CH2:41][CH2:40][CH2:39][NH:38]1, predict the reaction product. The product is: [CH3:36][C@@H:37]1[CH2:41][CH2:40][CH2:39][N:38]1[CH2:2][CH2:3][CH2:4][O:5][C:6]1[CH:11]=[CH:10][C:9]([C:12]2[S:13][C:14]3[CH2:15][N:16]([C:21]([O:23][C:24]([CH3:27])([CH3:26])[CH3:25])=[O:22])[CH2:17][CH2:18][C:19]=3[N:20]=2)=[CH:8][CH:7]=1. (2) Given the reactants Br[C:2]1[CH:3]=[C:4]([S:10]([NH2:13])(=[O:12])=[O:11])[C:5]([O:8][CH3:9])=[N:6][CH:7]=1.[B:14]1([B:14]2[O:18][C:17]([CH3:20])([CH3:19])[C:16]([CH3:22])([CH3:21])[O:15]2)[O:18][C:17]([CH3:20])([CH3:19])[C:16]([CH3:22])([CH3:21])[O:15]1.C([O-])(=O)C.[K+], predict the reaction product. The product is: [CH3:9][O:8][C:5]1[C:4]([S:10]([NH2:13])(=[O:12])=[O:11])=[CH:3][C:2]([B:14]2[O:18][C:17]([CH3:20])([CH3:19])[C:16]([CH3:22])([CH3:21])[O:15]2)=[CH:7][N:6]=1. (3) Given the reactants C(C1C=CC(C(NC2C=CC(C3C=C4C(CN([C@@H](C(C)C)C(O)=O)C4=O)=CC=3)=NC=2)=O)=CC=1)(C)(C)C.[CH3:37][CH:38]([CH3:74])[C@H:39]([N:44]1[CH2:52][C:51]2[C:46](=[CH:47][C:48]([C:53]3[N:54]=[N:55][C:56]([NH:59][C:60](=[O:72])[C:61]4[CH:66]=[CH:65][C:64]([CH2:67][CH2:68][CH2:69][CH2:70][CH3:71])=[CH:63][CH:62]=4)=[CH:57][CH:58]=3)=[CH:49][CH:50]=2)[C:45]1=[O:73])[C:40]([O:42]C)=[O:41], predict the reaction product. The product is: [CH3:74][CH:38]([CH3:37])[C@H:39]([N:44]1[CH2:52][C:51]2[C:46](=[CH:47][C:48]([C:53]3[N:54]=[N:55][C:56]([NH:59][C:60](=[O:72])[C:61]4[CH:62]=[CH:63][C:64]([CH2:67][CH2:68][CH2:69][CH2:70][CH3:71])=[CH:65][CH:66]=4)=[CH:57][CH:58]=3)=[CH:49][CH:50]=2)[C:45]1=[O:73])[C:40]([OH:42])=[O:41]. (4) Given the reactants O=P12OP3(OP(OP(O3)(O1)=O)(=O)O2)=O.[CH3:15][O:16][C:17](=[O:26])[C:18]([NH:20][CH2:21][C:22]([O:24][CH3:25])=O)=[O:19], predict the reaction product. The product is: [CH3:25][O:24][C:22]1[O:19][C:18]([C:17]([O:16][CH3:15])=[O:26])=[N:20][CH:21]=1. (5) Given the reactants [CH3:1][CH2:2][O:3][C:4]1[CH:5]=[CH:6][CH:7]=[CH:8][C:9]=1[O:10][CH2:11][CH2:12][NH:13][C@@H:14]([CH2:16][C:17]1[CH:18]=[CH:19][C:20]([O:27][CH3:28])=[C:21]([S:23]([NH2:26])(=[O:25])=[O:24])[CH:22]=1)[CH3:15].Cl.OC[C@@H]([C@H]([C@@H]([C@@H](CO)O)O)O)O, predict the reaction product. The product is: [CH3:1][CH2:2][O:3][C:4]1[CH:5]=[CH:6][CH:7]=[CH:8][C:9]=1[O:10][CH2:11][CH2:12][NH:13][C@@H:14]([CH2:16][C:17]1[CH:18]=[CH:19][C:20]([O:27][CH3:28])=[C:21]([S:23]([NH2:26])(=[O:25])=[O:24])[CH:22]=1)[CH3:15]. (6) Given the reactants [F:1][C:2]1[CH:3]=[C:4](/[CH:29]=[CH:30]/[O:31]C)[C:5]([O:27][CH3:28])=[C:6]([C:8]2[S:9][C:10]([C:13]3[CH:18]=[CH:17][C:16]([O:19][CH:20]([CH3:22])[CH3:21])=[C:15]([C:23]([F:26])([F:25])[F:24])[CH:14]=3)=[N:11][N:12]=2)[CH:7]=1.[I-].[Na+].C[Si](Cl)(C)C.O, predict the reaction product. The product is: [F:1][C:2]1[CH:7]=[C:6]([C:8]2[S:9][C:10]([C:13]3[CH:18]=[CH:17][C:16]([O:19][CH:20]([CH3:21])[CH3:22])=[C:15]([C:23]([F:24])([F:25])[F:26])[CH:14]=3)=[N:11][N:12]=2)[C:5]([O:27][CH3:28])=[C:4]([CH2:29][CH:30]=[O:31])[CH:3]=1. (7) Given the reactants Cl.[C:2]([C:4]1[CH:34]=[CH:33][C:7]([CH2:8][O:9][CH:10]([C:27]2[N:31]([CH3:32])[CH:30]=[N:29][CH:28]=2)[C:11]2[CH:16]=[C:15]([C:17]3[CH:22]=[CH:21][CH:20]=[CH:19][C:18]=3[CH:23]=[O:24])[C:14]([C:25]#[N:26])=[CH:13][CH:12]=2)=[CH:6][CH:5]=1)#[N:3].[Cl-].[Cl-].[Ca+2], predict the reaction product. The product is: [C:2]([C:4]1[CH:34]=[CH:33][C:7]([CH2:8][O:9][CH:10]([C:27]2[N:31]([CH3:32])[CH:30]=[N:29][CH:28]=2)[C:11]2[CH:16]=[C:15]([C:17]3[CH:22]=[CH:21][CH:20]=[CH:19][C:18]=3[CH2:23][OH:24])[C:14]([C:25]#[N:26])=[CH:13][CH:12]=2)=[CH:6][CH:5]=1)#[N:3].